From a dataset of NCI-60 drug combinations with 297,098 pairs across 59 cell lines. Regression. Given two drug SMILES strings and cell line genomic features, predict the synergy score measuring deviation from expected non-interaction effect. (1) Drug 1: C1=CC(=CC=C1CCC2=CNC3=C2C(=O)NC(=N3)N)C(=O)NC(CCC(=O)O)C(=O)O. Drug 2: C(CCl)NC(=O)N(CCCl)N=O. Cell line: HOP-62. Synergy scores: CSS=17.0, Synergy_ZIP=-6.13, Synergy_Bliss=-3.95, Synergy_Loewe=-56.7, Synergy_HSA=-7.89. (2) Drug 1: COC1=CC(=CC(=C1O)OC)C2C3C(COC3=O)C(C4=CC5=C(C=C24)OCO5)OC6C(C(C7C(O6)COC(O7)C8=CC=CS8)O)O. Drug 2: CCC(=C(C1=CC=CC=C1)C2=CC=C(C=C2)OCCN(C)C)C3=CC=CC=C3.C(C(=O)O)C(CC(=O)O)(C(=O)O)O. Cell line: SK-MEL-5. Synergy scores: CSS=13.9, Synergy_ZIP=-1.11, Synergy_Bliss=3.13, Synergy_Loewe=-22.3, Synergy_HSA=-1.47. (3) Drug 1: CC1C(C(CC(O1)OC2CC(CC3=C2C(=C4C(=C3O)C(=O)C5=C(C4=O)C(=CC=C5)OC)O)(C(=O)CO)O)N)O.Cl. Drug 2: C(CCl)NC(=O)N(CCCl)N=O. Cell line: BT-549. Synergy scores: CSS=31.4, Synergy_ZIP=-12.4, Synergy_Bliss=-3.21, Synergy_Loewe=-2.26, Synergy_HSA=-0.634.